From a dataset of Full USPTO retrosynthesis dataset with 1.9M reactions from patents (1976-2016). Predict the reactants needed to synthesize the given product. Given the product [Br:1][C:2]1[CH:3]=[C:4]([C:9]2[O:13][N:12]=[CH:11][C:10]=2[CH2:14][CH2:15][C:16]([O:18][CH3:24])=[O:17])[CH:5]=[CH:6][C:7]=1[F:8], predict the reactants needed to synthesize it. The reactants are: [Br:1][C:2]1[CH:3]=[C:4]([C:9]2[O:13][N:12]=[CH:11][C:10]=2[CH2:14][CH2:15][C:16]([OH:18])=[O:17])[CH:5]=[CH:6][C:7]=1[F:8].S(=O)(=O)(O)O.[CH3:24]O.